From a dataset of Full USPTO retrosynthesis dataset with 1.9M reactions from patents (1976-2016). Predict the reactants needed to synthesize the given product. (1) Given the product [Cl:10][C:4]1[CH:3]=[C:2]([NH:1][C:17]([C@@H:15]2[CH2:14][CH2:13][C:12](=[O:11])[O:16]2)=[O:18])[CH:9]=[CH:8][C:5]=1[C:6]#[N:7], predict the reactants needed to synthesize it. The reactants are: [NH2:1][C:2]1[CH:9]=[CH:8][C:5]([C:6]#[N:7])=[C:4]([Cl:10])[CH:3]=1.[O:11]=[C:12]1[O:16][C@H:15]([C:17](O)=[O:18])[CH2:14][CH2:13]1.C(P1(=O)OP(CCC)(=O)OP(CCC)(=O)O1)CC.CCN(C(C)C)C(C)C. (2) Given the product [O:14]=[C:13]1[NH:12][CH2:15][C:16](=[O:17])[N:10]1[C:6]1[CH:5]=[C:4]([CH:9]=[CH:8][CH:7]=1)[C:3]([OH:2])=[O:11], predict the reactants needed to synthesize it. The reactants are: C[O:2][C:3](=[O:11])[C:4]1[CH:9]=[CH:8][CH:7]=[C:6]([NH2:10])[CH:5]=1.[N:12]([CH2:15][C:16](OCC)=[O:17])=[C:13]=[O:14]. (3) Given the product [Br:26][C:27]1[CH:28]=[CH:29][C:30]([OH:50])=[C:31]([C:33]2[CH2:38][CH2:37][CH2:36][CH2:35][C:34]=2[C:39]2[N:44]=[C:43]([C:45]([O:47][CH2:48][CH3:49])=[O:46])[CH:42]=[CH:41][CH:40]=2)[CH:32]=1, predict the reactants needed to synthesize it. The reactants are: ClC1C=CC(O)=C(C2CCCCC=2C2N=C(C(OCC)=O)C=CC=2)C=1.[Br:26][C:27]1[CH:28]=[CH:29][C:30]([O:50]C)=[C:31]([C:33]2[CH2:38][CH2:37][CH2:36][CH2:35][C:34]=2[C:39]2[N:44]=[C:43]([C:45]([O:47][CH2:48][CH3:49])=[O:46])[CH:42]=[CH:41][CH:40]=2)[CH:32]=1. (4) Given the product [C:6]([NH:5][C@@H:4]([C:3]([OH:17])=[O:2])[C@H:13]([CH3:16])[O:14][CH3:15])([O:8][C:9]([CH3:10])([CH3:12])[CH3:11])=[O:7], predict the reactants needed to synthesize it. The reactants are: C[O:2][C:3](=[O:17])[C@@H:4]([C@H:13]([CH3:16])[O:14][CH3:15])[NH:5][C:6]([O:8][C:9]([CH3:12])([CH3:11])[CH3:10])=[O:7].[Li+].[OH-]. (5) Given the product [CH2:1]([O:3][C:4](=[O:12])[CH2:5][C:6]1[N:26]2[CH:27]=[CH:28][CH:29]=[CH:30][C:25]2=[N:24][CH:7]=1)[CH3:2], predict the reactants needed to synthesize it. The reactants are: [CH2:1]([O:3][C:4](=[O:12])[CH:5]=[CH:6][CH:7](OC)OC)[CH3:2].C1(C)C=CC(S(O)(=O)=O)=CC=1.[NH2:24][C:25]1[CH:30]=[CH:29][CH:28]=[CH:27][N:26]=1. (6) Given the product [O:31]1[C:30]2[CH:34]=[CH:35][C:27]([C:24]3([C:22]([NH:21][C:18]4[N:17]=[CH:16][C:15]([CH:6]([C:7]5[CH:12]=[CH:11][CH:10]=[CH:9][C:8]=5[O:13][CH3:14])[N:36]5[CH2:40][CH2:39][CH2:38][CH:37]5[C:41]([NH2:43])=[O:42])=[CH:20][CH:19]=4)=[O:23])[CH2:25][CH2:26]3)=[CH:28][C:29]=2[O:33][CH2:32]1, predict the reactants needed to synthesize it. The reactants are: CS(O[CH:6]([C:15]1[CH:16]=[N:17][C:18]([NH:21][C:22]([C:24]2([C:27]3[CH:35]=[CH:34][C:30]4[O:31][CH2:32][O:33][C:29]=4[CH:28]=3)[CH2:26][CH2:25]2)=[O:23])=[CH:19][CH:20]=1)[C:7]1[CH:12]=[CH:11][CH:10]=[CH:9][C:8]=1[O:13][CH3:14])(=O)=O.[NH:36]1[CH2:40][CH2:39][CH2:38][CH:37]1[C:41]([NH2:43])=[O:42].O1C2C=CC(C3(C(NC4C=CC(C(N(C)C)C5C=CC=CC=5OC)=CN=4)=O)CC3)=CC=2OC1. (7) Given the product [CH2:19]([C@@H:14]([CH2:13][CH2:12][C@H:8]([CH2:1][C:2]1[CH:7]=[CH:6][CH:5]=[CH:4][CH:3]=1)[C:9](=[O:11])[NH:33][C@@H:34]1[CH2:40][CH2:39][CH2:38][CH2:37][N:36]([C:41]2[CH:46]=[CH:45][CH:44]=[CH:43][CH:42]=2)[C:35]1=[O:47])[C:15]([O:17][CH3:18])=[O:16])[C:20]1[CH:21]=[CH:22][CH:23]=[CH:24][CH:25]=1, predict the reactants needed to synthesize it. The reactants are: [CH2:1]([C@@H:8]([CH2:12][CH2:13][C@H:14]([CH2:19][C:20]1[CH:25]=[CH:24][CH:23]=[CH:22][CH:21]=1)[C:15]([O:17][CH3:18])=[O:16])[C:9]([OH:11])=O)[C:2]1[CH:7]=[CH:6][CH:5]=[CH:4][CH:3]=1.FC(F)(F)C(O)=O.[NH2:33][C@H:34]1[CH2:40][CH2:39][CH2:38][CH2:37][N:36]([C:41]2[CH:46]=[CH:45][CH:44]=[CH:43][CH:42]=2)[C:35]1=[O:47].C1C=CC2N(O)N=NC=2C=1.C(Cl)CCl.CCN(C(C)C)C(C)C.